This data is from Catalyst prediction with 721,799 reactions and 888 catalyst types from USPTO. The task is: Predict which catalyst facilitates the given reaction. Reactant: [N+:1]([C:4]1[CH:5]=[N:6][NH:7][CH:8]=1)([O-:3])=[O:2].C(=O)([O-])[O-].[Cs+].[Cs+].Cl[CH2:16][C:17]1[C:18]([CH3:23])=[N:19][O:20][C:21]=1[CH3:22]. Product: [CH3:23][C:18]1[C:17]([CH2:16][N:6]2[CH:5]=[C:4]([N+:1]([O-:3])=[O:2])[CH:8]=[N:7]2)=[C:21]([CH3:22])[O:20][N:19]=1. The catalyst class is: 18.